Dataset: Catalyst prediction with 721,799 reactions and 888 catalyst types from USPTO. Task: Predict which catalyst facilitates the given reaction. (1) Reactant: [CH3:1][O:2][C:3]([C@@H:5]1[CH2:9][C@@H:8]([OH:10])[CH2:7][N:6]1[C:11]([O:13][C:14]([CH3:17])([CH3:16])[CH3:15])=[O:12])=[O:4].C1(P(C2C=CC=CC=2)C2C=CC=CC=2)C=CC=CC=1.[F:37][C:38]1[CH:43]=[CH:42][CH:41]=[CH:40][C:39]=1O.CC(OC(/N=N/C(OC(C)C)=O)=O)C. Product: [CH3:1][O:2][C:3]([CH:5]1[CH2:9][CH:8]([O:10][C:39]2[CH:40]=[CH:41][CH:42]=[CH:43][C:38]=2[F:37])[CH2:7][N:6]1[C:11]([O:13][C:14]([CH3:17])([CH3:16])[CH3:15])=[O:12])=[O:4]. The catalyst class is: 1. (2) Reactant: [F:1][C:2]1[CH:10]=[CH:9][C:8]([F:11])=[CH:7][C:3]=1[C:4](Cl)=[O:5].[CH2:12]([O:14][C:15](=[O:21])[CH:16]=[CH:17][N:18]([CH3:20])[CH3:19])[CH3:13].C(N(CC)CC)C. Product: [F:1][C:2]1[CH:10]=[CH:9][C:8]([F:11])=[CH:7][C:3]=1[C:4]([C:16](=[CH:17][N:18]([CH3:20])[CH3:19])[C:15]([O:14][CH2:12][CH3:13])=[O:21])=[O:5]. The catalyst class is: 11. (3) Reactant: [Si:1]([O:8][CH2:9][C:10]1[N:11]([CH3:32])[C:12]2[C:17]([CH:18]=1)=[CH:16][C:15]1[CH:19]([OH:31])[CH:20]=[CH:21][CH2:22][N:23]([C:24]([O:26][C:27]([CH3:30])([CH3:29])[CH3:28])=[O:25])[C:14]=1[CH:13]=2)([C:4]([CH3:7])([CH3:6])[CH3:5])([CH3:3])[CH3:2]. Product: [Si:1]([O:8][CH2:9][C:10]1[N:11]([CH3:32])[C:12]2[C:17]([CH:18]=1)=[CH:16][C:15]1[C:19](=[O:31])[CH:20]=[CH:21][CH2:22][N:23]([C:24]([O:26][C:27]([CH3:30])([CH3:29])[CH3:28])=[O:25])[C:14]=1[CH:13]=2)([C:4]([CH3:7])([CH3:5])[CH3:6])([CH3:3])[CH3:2]. The catalyst class is: 697. (4) Reactant: [NH2:1][C:2]1[C:7]([N+:8]([O-:10])=[O:9])=[CH:6][CH:5]=[C:4](Cl)[N:3]=1.[NH2:12][CH2:13][CH2:14][NH2:15].[OH-].[Na+]. Product: [NH2:12][CH2:13][CH2:14][NH:15][C:4]1[CH:5]=[CH:6][C:7]([N+:8]([O-:10])=[O:9])=[C:2]([NH2:1])[N:3]=1. The catalyst class is: 6. (5) Reactant: [Cl:1][C:2]1[C:11]2[C:6](=[C:7]([O:13]C)[CH:8]=[CH:9][C:10]=2[F:12])[N:5]=[C:4]([CH3:15])[CH:3]=1.B(Br)(Br)Br. Product: [Cl:1][C:2]1[C:11]2[C:6](=[C:7]([OH:13])[CH:8]=[CH:9][C:10]=2[F:12])[N:5]=[C:4]([CH3:15])[CH:3]=1. The catalyst class is: 308. (6) Reactant: C([O:3][C:4](=[O:35])[CH2:5][O:6][C:7]1[CH:12]=[CH:11][C:10]([O:13][C:14]2[CH:19]=[C:18]([C:20]#[C:21][CH2:22][N:23]3[CH2:28][CH2:27][O:26][CH2:25][CH2:24]3)[CH:17]=[C:16]([O:29][CH2:30][CH:31]([CH3:33])[CH3:32])[CH:15]=2)=[CH:9][C:8]=1[CH3:34])C.[OH-].[Na+].Cl. Product: [CH2:30]([O:29][C:16]1[CH:15]=[C:14]([CH:19]=[C:18]([C:20]#[C:21][CH2:22][N:23]2[CH2:24][CH2:25][O:26][CH2:27][CH2:28]2)[CH:17]=1)[O:13][C:10]1[CH:11]=[CH:12][C:7]([O:6][CH2:5][C:4]([OH:35])=[O:3])=[C:8]([CH3:34])[CH:9]=1)[CH:31]([CH3:33])[CH3:32]. The catalyst class is: 8. (7) Reactant: [CH3:1][NH:2][CH2:3][CH2:4][OH:5].[Cl:6][C:7]1[CH:12]=[C:11]([Cl:13])[CH:10]=[CH:9][C:8]=1[C:14]1[C:15]([NH:33][C:34](=[O:37])[CH2:35]Br)=[CH:16][N:17]([CH2:19][CH2:20][CH2:21][N:22]2[C:26](=[O:27])[C:25]3[CH:28]=[CH:29][CH:30]=[CH:31][C:24]=3[C:23]2=[O:32])[CH:18]=1. Product: [Cl:6][C:7]1[CH:12]=[C:11]([Cl:13])[CH:10]=[CH:9][C:8]=1[C:14]1[C:15]([NH:33][C:34](=[O:37])[CH2:35][N:2]([CH2:3][CH2:4][OH:5])[CH3:1])=[CH:16][N:17]([CH2:19][CH2:20][CH2:21][N:22]2[C:26](=[O:27])[C:25]3[CH:28]=[CH:29][CH:30]=[CH:31][C:24]=3[C:23]2=[O:32])[CH:18]=1. The catalyst class is: 23. (8) Reactant: [C:1]([C:4]1[CH:5]=[CH:6][C:7]2[N:8]([C:10]([C:13]([OH:15])=O)=[CH:11][N:12]=2)[CH:9]=1)(=[O:3])[NH2:2].C(Cl)(=O)C(Cl)=O.CN(C)C=O.C[NH:28][C:29]1[CH:34]=[C:33]([C:35]2[N:39]=[C:38]([CH:40]3[CH2:43][C:42]([F:45])([F:44])[CH2:41]3)[O:37][N:36]=2)[CH:32]=[CH:31][C:30]=1[CH3:46]. Product: [F:45][C:42]1([F:44])[CH2:41][CH:40]([C:38]2[O:37][N:36]=[C:35]([C:33]3[CH:32]=[CH:31][C:30]([CH3:46])=[C:29]([NH:28][C:13]([C:10]4[N:8]5[CH:9]=[C:4]([C:1]([NH2:2])=[O:3])[CH:5]=[CH:6][C:7]5=[N:12][CH:11]=4)=[O:15])[CH:34]=3)[N:39]=2)[CH2:43]1. The catalyst class is: 272. (9) Reactant: [NH2:1][C:2]1[CH:14]=[CH:13][C:5]2[S:6][C:7]([C:9]([O:11][CH3:12])=[O:10])=[CH:8][C:4]=2[CH:3]=1.[CH3:15][S:16](Cl)(=[O:18])=[O:17].C(N(C(C)C)CC)(C)C. Product: [CH3:15][S:16]([N:1]([S:16]([CH3:15])(=[O:18])=[O:17])[C:2]1[CH:14]=[CH:13][C:5]2[S:6][C:7]([C:9]([O:11][CH3:12])=[O:10])=[CH:8][C:4]=2[CH:3]=1)(=[O:18])=[O:17]. The catalyst class is: 4.